Dataset: Catalyst prediction with 721,799 reactions and 888 catalyst types from USPTO. Task: Predict which catalyst facilitates the given reaction. Reactant: Cl[CH2:2][CH2:3][CH2:4][N:5]1[CH2:10][CH2:9][CH2:8][N:7]([CH:11]([CH:15]([CH3:17])[CH3:16])[C:12]([OH:14])=[O:13])[C:6]1=[O:18].[C:19]1(=[O:29])[NH:23][C:22](=[O:24])[C:21]2=[CH:25][CH:26]=[CH:27][CH:28]=[C:20]12.[K].[I-].[K+]. Product: [O:24]=[C:22]1[C:21]2[C:20](=[CH:28][CH:27]=[CH:26][CH:25]=2)[C:19](=[O:29])[N:23]1[CH2:2][CH2:3][CH2:4][N:5]1[CH2:10][CH2:9][CH2:8][N:7]([CH:11]([CH:15]([CH3:17])[CH3:16])[C:12]([OH:14])=[O:13])[C:6]1=[O:18]. The catalyst class is: 9.